The task is: Regression. Given two drug SMILES strings and cell line genomic features, predict the synergy score measuring deviation from expected non-interaction effect.. This data is from NCI-60 drug combinations with 297,098 pairs across 59 cell lines. (1) Drug 1: C1CC(=O)NC(=O)C1N2CC3=C(C2=O)C=CC=C3N. Drug 2: C1C(C(OC1N2C=NC3=C(N=C(N=C32)Cl)N)CO)O. Cell line: NCI-H226. Synergy scores: CSS=-2.62, Synergy_ZIP=-0.456, Synergy_Bliss=-4.01, Synergy_Loewe=-3.80, Synergy_HSA=-4.78. (2) Drug 1: C1CCN(CC1)CCOC2=CC=C(C=C2)C(=O)C3=C(SC4=C3C=CC(=C4)O)C5=CC=C(C=C5)O. Drug 2: C(CCl)NC(=O)N(CCCl)N=O. Cell line: UACC62. Synergy scores: CSS=3.75, Synergy_ZIP=1.15, Synergy_Bliss=3.79, Synergy_Loewe=-0.181, Synergy_HSA=0.122.